Task: Predict the reactants needed to synthesize the given product.. Dataset: Full USPTO retrosynthesis dataset with 1.9M reactions from patents (1976-2016) The reactants are: [NH2:1][CH2:2][CH2:3][CH2:4][CH2:5][N:6]1[C:18]2[C:17]3[CH:16]=[CH:15][CH:14]=[CH:13][C:12]=3[N:11]=[C:10]([NH2:19])[C:9]=2[N:8]=[C:7]1[C:20]1[CH:25]=[CH:24][CH:23]=[CH:22][CH:21]=1.[CH3:26][S:27](O[S:27]([CH3:26])(=[O:29])=[O:28])(=[O:29])=[O:28]. Given the product [NH2:19][C:10]1[C:9]2[N:8]=[C:7]([C:20]3[CH:25]=[CH:24][CH:23]=[CH:22][CH:21]=3)[N:6]([CH2:5][CH2:4][CH2:3][CH2:2][NH:1][S:27]([CH3:26])(=[O:29])=[O:28])[C:18]=2[C:17]2[CH:16]=[CH:15][CH:14]=[CH:13][C:12]=2[N:11]=1, predict the reactants needed to synthesize it.